From a dataset of Forward reaction prediction with 1.9M reactions from USPTO patents (1976-2016). Predict the product of the given reaction. (1) Given the reactants Br[C:2]1[CH:7]=[CH:6][C:5]([C:8]2[C:12]([C:13]3[CH:18]=[CH:17][N:16]=[CH:15][N:14]=3)=[CH:11][N:10]([CH3:19])[N:9]=2)=[CH:4][CH:3]=1.[C:20]([Si:22]([CH3:25])([CH3:24])[CH3:23])#[CH:21].O, predict the reaction product. The product is: [CH3:19][N:10]1[CH:11]=[C:12]([C:13]2[CH:18]=[CH:17][N:16]=[CH:15][N:14]=2)[C:8]([C:5]2[CH:6]=[CH:7][C:2]([C:21]#[C:20][Si:22]([CH3:25])([CH3:24])[CH3:23])=[CH:3][CH:4]=2)=[N:9]1. (2) Given the reactants [CH:1]1([N:6]=[C:7]=[O:8])[CH2:5][CH2:4][CH2:3][CH2:2]1.Cl.[NH2:10][C@H:11]([CH:30]([CH3:32])[CH3:31])[C:12]([N:14]1[CH2:19][CH2:18][C@@:17]([C:21]2[CH:26]=[CH:25][C:24]([Cl:27])=[CH:23][CH:22]=2)([OH:20])[C:16]([CH3:29])([CH3:28])[CH2:15]1)=[O:13].C1COCC1, predict the reaction product. The product is: [Cl:27][C:24]1[CH:23]=[CH:22][C:21]([C@@:17]2([OH:20])[CH2:18][CH2:19][N:14]([C:12](=[O:13])[C@H:11]([NH:10][C:7]([NH:6][CH:1]3[CH2:5][CH2:4][CH2:3][CH2:2]3)=[O:8])[CH:30]([CH3:32])[CH3:31])[CH2:15][C:16]2([CH3:28])[CH3:29])=[CH:26][CH:25]=1. (3) Given the reactants C([C@H]([NH:11][C@@:12]([CH3:25])([CH2:16][C:17]1[CH:22]=[CH:21][C:20]([O:23][CH3:24])=[CH:19][CH:18]=1)[C:13]([NH2:15])=[O:14])C1C=CC=CC=1)(=O)N.C([O-])=O.[NH4+].C1(CC(N)=O)C=CC=CC=1, predict the reaction product. The product is: [NH2:11][C@@:12]([CH3:25])([CH2:16][C:17]1[CH:18]=[CH:19][C:20]([O:23][CH3:24])=[CH:21][CH:22]=1)[C:13]([NH2:15])=[O:14]. (4) The product is: [S:1]([N:12]=[N+:13]=[N-:14])([C:4]1[CH:10]=[CH:9][C:7]([CH3:8])=[CH:6][CH:5]=1)(=[O:3])=[O:2]. Given the reactants [S:1](Cl)([C:4]1[CH:10]=[CH:9][C:7]([CH3:8])=[CH:6][CH:5]=1)(=[O:3])=[O:2].[N-:12]=[N+:13]=[N-:14].[Na+], predict the reaction product. (5) Given the reactants [Cl:1][C:2]1[CH:3]=[C:4]([CH:7]=[C:8]([O:10][C:11]2[C:16](=[O:17])[N:15](CC3C=CC(OC)=CC=3)[CH:14]=[N:13][C:12]=2[CH:27]([F:29])[F:28])[CH:9]=1)[C:5]#[N:6], predict the reaction product. The product is: [Cl:1][C:2]1[CH:3]=[C:4]([CH:7]=[C:8]([O:10][C:11]2[C:16](=[O:17])[NH:15][CH:14]=[N:13][C:12]=2[CH:27]([F:28])[F:29])[CH:9]=1)[C:5]#[N:6]. (6) The product is: [Br:32][C:9]1[N:8]([C:3]2[CH:4]=[CH:5][CH:6]=[CH:7][C:2]=2[Cl:1])[C:16]2[CH2:15][CH2:14][N:13]([N:17]3[CH2:18][CH2:19][CH2:20][CH2:21][CH2:22]3)[C:12](=[O:23])[C:11]=2[C:10]=1[CH3:24]. Given the reactants [Cl:1][C:2]1[CH:7]=[CH:6][CH:5]=[CH:4][C:3]=1[N:8]1[C:16]2[CH2:15][CH2:14][N:13]([N:17]3[CH2:22][CH2:21][CH2:20][CH2:19][CH2:18]3)[C:12](=[O:23])[C:11]=2[C:10]([CH3:24])=[CH:9]1.C1C(=O)N([Br:32])C(=O)C1.O, predict the reaction product.